Dataset: Catalyst prediction with 721,799 reactions and 888 catalyst types from USPTO. Task: Predict which catalyst facilitates the given reaction. (1) The catalyst class is: 14. Reactant: [NH2:1][C:2]1[CH:3]=[C:4]2[C:9](=[CH:10][CH:11]=1)[N:8]=[CH:7][C:6]([C:12]#[N:13])=[C:5]2[NH:14][C:15]1[CH:20]=[CH:19][C:18]([F:21])=[C:17]([Cl:22])[CH:16]=1.[CH:23]([C:25]1[CH:30]=[CH:29][C:28]([S:31]([NH2:34])(=[O:33])=[O:32])=[CH:27][CH:26]=1)=O.[BH3-]C#N.[Na+]. Product: [Cl:22][C:17]1[CH:16]=[C:15]([NH:14][C:5]2[C:4]3[C:9](=[CH:10][CH:11]=[C:2]([NH:1][CH2:23][C:25]4[CH:26]=[CH:27][C:28]([S:31]([NH2:34])(=[O:33])=[O:32])=[CH:29][CH:30]=4)[CH:3]=3)[N:8]=[CH:7][C:6]=2[C:12]#[N:13])[CH:20]=[CH:19][C:18]=1[F:21]. (2) Reactant: [CH3:1][C:2]1[N:6]=[C:5]([CH3:7])[S:4][C:3]=1/[CH:8]=[CH:9]/[C:10](N(C)C)=O.[CH2:15]([NH:17][S:18]([C:21]1[CH:26]=[CH:25][C:24]([NH:27][C:28]([NH2:30])=[NH:29])=[CH:23][CH:22]=1)(=[O:20])=[O:19])[CH3:16].CC#N. Product: [CH3:7][C:5]1[S:4][C:3]([C:8]2[CH:9]=[CH:10][N:30]=[C:28]([NH:27][C:24]3[CH:23]=[CH:22][C:21]([S:18]([NH:17][CH2:15][CH3:16])(=[O:20])=[O:19])=[CH:26][CH:25]=3)[N:29]=2)=[C:2]([CH3:1])[N:6]=1. The catalyst class is: 48. (3) Reactant: C([NH:5][C:6]([C:8]1[C:16]2[C:11](=[N:12][CH:13]=[C:14]([C:17]3[C:25]4[C:20](=[CH:21][C:22]([F:26])=[CH:23][CH:24]=4)[N:19]([CH2:27][C:28]([N:30]4[CH2:35][CH2:34][O:33][CH2:32][CH2:31]4)=[O:29])[N:18]=3)[N:15]=2)[N:10](COCC[Si](C)(C)C)[CH:9]=1)=[O:7])(C)(C)C.FC(F)(F)C(O)=O. Product: [F:26][C:22]1[CH:21]=[C:20]2[C:25]([C:17]([C:14]3[N:15]=[C:16]4[C:8]([C:6]([NH2:5])=[O:7])=[CH:9][NH:10][C:11]4=[N:12][CH:13]=3)=[N:18][N:19]2[CH2:27][C:28]([N:30]2[CH2:31][CH2:32][O:33][CH2:34][CH2:35]2)=[O:29])=[CH:24][CH:23]=1. The catalyst class is: 4. (4) Reactant: CS(Cl)(=O)=O.[Br:6][C:7]1[CH:11]=[C:10]([C:12]([OH:14])=O)[N:9]([C:15]2[C:20]([Cl:21])=[CH:19][CH:18]=[CH:17][N:16]=2)[N:8]=1.C(N(CC)CC)C.[NH2:29][C:30]1[C:38]([CH3:39])=[CH:37][C:36]([I:40])=[CH:35][C:31]=1[C:32](O)=[O:33]. Product: [Br:6][C:7]1[CH:11]=[C:10]([C:12]2[O:14][C:32](=[O:33])[C:31]3[CH:35]=[C:36]([I:40])[CH:37]=[C:38]([CH3:39])[C:30]=3[N:29]=2)[N:9]([C:15]2[C:20]([Cl:21])=[CH:19][CH:18]=[CH:17][N:16]=2)[N:8]=1. The catalyst class is: 47. (5) Reactant: C(OC([NH:8][C@@H:9]([CH2:13][C:14]1[CH:19]=[CH:18][CH:17]=[C:16]([C:20]([F:23])([F:22])[F:21])[CH:15]=1)[C:10](O)=[O:11])=O)(C)(C)C. Product: [NH2:8][C@@H:9]([CH2:13][C:14]1[CH:19]=[CH:18][CH:17]=[C:16]([C:20]([F:21])([F:22])[F:23])[CH:15]=1)[CH2:10][OH:11]. The catalyst class is: 7.